From a dataset of Reaction yield outcomes from USPTO patents with 853,638 reactions. Predict the reaction yield, written as a fraction of the theoretical maximum amount of product (1.0 means a 100% yield; for example, 0.34 means a 34% yield). (1) The reactants are [F:1][C:2]([F:53])([F:52])[C:3]1[CH:4]=[C:5]([NH:13][C:14]2[C:23]3[C:18](=[CH:19][CH:20]=[CH:21][CH:22]=3)[C:17]([C:24]3[CH:25]=[CH:26][C:27]4[N:31]=[N:30][N:29](C(C5C=CC=CC=5)(C5C=CC=CC=5)C5C=CC=CC=5)[C:28]=4[CH:51]=3)=[N:16][N:15]=2)[CH:6]=[C:7]([C:9]([F:12])([F:11])[F:10])[CH:8]=1.Cl. The catalyst is CO.C(OCC)C. The product is [NH:29]1[C:28]2[CH:51]=[C:24]([C:17]3[C:18]4[C:23](=[CH:22][CH:21]=[CH:20][CH:19]=4)[C:14]([NH:13][C:5]4[CH:4]=[C:3]([C:2]([F:1])([F:52])[F:53])[CH:8]=[C:7]([C:9]([F:11])([F:12])[F:10])[CH:6]=4)=[N:15][N:16]=3)[CH:25]=[CH:26][C:27]=2[N:31]=[N:30]1. The yield is 0.760. (2) The reactants are [CH3:1][C:2]([C:5]1[CH:6]=[C:7]([CH:21]=[C:22]([C:25]([CH3:28])([CH3:27])[CH3:26])[C:23]=1[OH:24])[C:8]([NH:10][CH2:11][C:12]1[CH:17]=[CH:16][CH:15]=[C:14]([N+:18]([O-])=O)[CH:13]=1)=[O:9])([CH3:4])[CH3:3].[H][H]. The catalyst is C(O)C.C1COCC1.[Pd]. The product is [CH3:4][C:2]([C:5]1[CH:6]=[C:7]([CH:21]=[C:22]([C:25]([CH3:28])([CH3:27])[CH3:26])[C:23]=1[OH:24])[C:8]([NH:10][CH2:11][C:12]1[CH:17]=[CH:16][CH:15]=[C:14]([NH2:18])[CH:13]=1)=[O:9])([CH3:1])[CH3:3]. The yield is 0.450. (3) The reactants are [CH2:1]([O:3][C:4]1[CH:5]=[C:6]([CH2:11][C:12]([OH:14])=O)[CH:7]=[CH:8][C:9]=1[OH:10])[CH3:2].[C:15]1([CH:22]=[CH:21][CH:20]=[C:18]([OH:19])[CH:17]=1)[OH:16].B(F)(F)F.CCOCC. The catalyst is C([O-])([O-])=O.[Na+].[Na+]. The product is [OH:16][C:15]1[CH:17]=[C:18]([OH:19])[CH:20]=[CH:21][C:22]=1[C:12](=[O:14])[CH2:11][C:6]1[CH:7]=[CH:8][C:9]([OH:10])=[C:4]([O:3][CH2:1][CH3:2])[CH:5]=1. The yield is 0.800. (4) The reactants are Cl.[NH2:2][C@@H:3]([CH3:8])[C:4]([O:6][CH3:7])=[O:5].[O:9]1[CH2:14][CH2:13][N:12]([CH2:15][C:16](O)=[O:17])[CH2:11][CH2:10]1.C1C=CC2N(O)N=NC=2C=1.CN(C(ON1N=NC2C=CC=CC1=2)=[N+](C)C)C.F[P-](F)(F)(F)(F)F.CCN(C(C)C)C(C)C. The catalyst is CN(C=O)C. The product is [O:9]1[CH2:14][CH2:13][N:12]([CH2:15][C:16]([NH:2][C@@H:3]([CH3:8])[C:4]([O:6][CH3:7])=[O:5])=[O:17])[CH2:11][CH2:10]1. The yield is 1.00. (5) The reactants are Cl.Cl.[CH3:3][Si:4]([CH3:31])([CH3:30])[CH2:5][CH2:6][O:7][CH2:8][N:9]1[C:13]2[N:14]=[CH:15][N:16]=[C:17]([C:18]3[CH:19]=[N:20][N:21]([C:23]4([CH2:27][C:28]#[N:29])[CH2:26][NH:25][CH2:24]4)[CH:22]=3)[C:12]=2[CH:11]=[CH:10]1.Br[C:33]1[CH:42]=[CH:41][C:36]([C:37]([O:39][CH3:40])=[O:38])=[CH:35][CH:34]=1.C(=O)([O-])[O-].[Cs+].[Cs+].C1(PC2C=CC=CC=2)C=CC=CC=1. The catalyst is C1(C)C=CC=CC=1.C([O-])(=O)C.[Pd+2].C([O-])(=O)C. The product is [C:28]([CH2:27][C:23]1([N:21]2[CH:22]=[C:18]([C:17]3[C:12]4[CH:11]=[CH:10][N:9]([CH2:8][O:7][CH2:6][CH2:5][Si:4]([CH3:30])([CH3:3])[CH3:31])[C:13]=4[N:14]=[CH:15][N:16]=3)[CH:19]=[N:20]2)[CH2:24][N:25]([C:33]2[CH:42]=[CH:41][C:36]([C:37]([O:39][CH3:40])=[O:38])=[CH:35][CH:34]=2)[CH2:26]1)#[N:29]. The yield is 0.870. (6) The reactants are C[O:2][C:3](=[O:26])[CH2:4][CH:5]1[CH2:10][CH2:9][CH2:8][CH2:7][N:6]1[C:11]([C:13]1[N:14]=[C:15]([CH3:25])[S:16][C:17]=1[C:18]1[CH:23]=[CH:22][C:21]([F:24])=[CH:20][CH:19]=1)=[O:12].[OH-].[Na+]. The catalyst is CO.O. The product is [F:24][C:21]1[CH:22]=[CH:23][C:18]([C:17]2[S:16][C:15]([CH3:25])=[N:14][C:13]=2[C:11]([N:6]2[CH2:7][CH2:8][CH2:9][CH2:10][CH:5]2[CH2:4][C:3]([OH:26])=[O:2])=[O:12])=[CH:19][CH:20]=1. The yield is 0.820. (7) The reactants are [C:1]([C:3]1[CH:4]=[C:5]([S:9](Cl)(=[O:11])=[O:10])[CH:6]=[CH:7][CH:8]=1)#[N:2].[N:13]1[CH:18]=[CH:17][CH:16]=[CH:15][CH:14]=1.[OH2:19]. The catalyst is C1COCC1. The product is [C:1]([C:3]1[CH:4]=[C:5]([S:9]([O-:11])(=[O:19])=[O:10])[CH:6]=[CH:7][CH:8]=1)#[N:2].[NH+:13]1[CH:18]=[CH:17][CH:16]=[CH:15][CH:14]=1. The yield is 0.600.